Dataset: TCR-epitope binding with 47,182 pairs between 192 epitopes and 23,139 TCRs. Task: Binary Classification. Given a T-cell receptor sequence (or CDR3 region) and an epitope sequence, predict whether binding occurs between them. The epitope is YLDAYNMMI. The TCR CDR3 sequence is CASGWGSSYNEQFF. Result: 1 (the TCR binds to the epitope).